Dataset: TCR-epitope binding with 47,182 pairs between 192 epitopes and 23,139 TCRs. Task: Binary Classification. Given a T-cell receptor sequence (or CDR3 region) and an epitope sequence, predict whether binding occurs between them. (1) The epitope is SLVKPSFYV. The TCR CDR3 sequence is CASSLGAGGPGDTQYF. Result: 1 (the TCR binds to the epitope). (2) The epitope is TPINLVRDL. The TCR CDR3 sequence is CASSSQVDTEAFF. Result: 1 (the TCR binds to the epitope). (3) The TCR CDR3 sequence is CASSPNFRTQYF. Result: 0 (the TCR does not bind to the epitope). The epitope is VLQAVGACV. (4) The epitope is GTSGSPIINR. The TCR CDR3 sequence is CASSQAEEGVGQFF. Result: 0 (the TCR does not bind to the epitope). (5) The epitope is FLASKIGRLV. The TCR CDR3 sequence is CASSPDRIFQETQYF. Result: 0 (the TCR does not bind to the epitope). (6) The epitope is TEKSNIIRGW. The TCR CDR3 sequence is CASSSGQPDQPQHF. Result: 0 (the TCR does not bind to the epitope).